This data is from Catalyst prediction with 721,799 reactions and 888 catalyst types from USPTO. The task is: Predict which catalyst facilitates the given reaction. (1) Reactant: [Cl:1][C:2]1[CH:7]=[CH:6][C:5]([I:8])=[CH:4][C:3]=1[C:9]([C:11]1[CH:16]=[CH:15][C:14](F)=[CH:13][CH:12]=1)=[O:10].[OH:18][C@H:19]1[CH2:23][CH2:22][O:21][CH2:20]1.CC(C)([O-])C.[K+]. Product: [Cl:1][C:2]1[CH:7]=[CH:6][C:5]([I:8])=[CH:4][C:3]=1[C:9]([C:11]1[CH:16]=[CH:15][C:14]([O:18][C@H:19]2[CH2:23][CH2:22][O:21][CH2:20]2)=[CH:13][CH:12]=1)=[O:10]. The catalyst class is: 7. (2) Reactant: [CH3:1][C:2]([CH3:37])([C:6](=[O:36])[C:7]1[C:15]2[C:10](=[N:11][CH:12]=[C:13]([C:16]3[CH:21]=[C:20]([O:22][CH3:23])[C:19]([O:24][CH3:25])=[C:18]([O:26][CH3:27])[CH:17]=3)[N:14]=2)[N:9]([CH2:28][O:29][CH2:30][CH2:31][Si:32]([CH3:35])([CH3:34])[CH3:33])[CH:8]=1)[CH2:3][CH:4]=O.[NH:38]1[CH2:43][CH2:42][O:41][CH2:40][CH2:39]1.C(O[BH-](OC(=O)C)OC(=O)C)(=O)C.[Na+].C([O-])(O)=O.[Na+]. Product: [CH3:1][C:2]([CH3:37])([CH2:3][CH2:4][N:38]1[CH2:43][CH2:42][O:41][CH2:40][CH2:39]1)[C:6]([C:7]1[C:15]2[C:10](=[N:11][CH:12]=[C:13]([C:16]3[CH:17]=[C:18]([O:26][CH3:27])[C:19]([O:24][CH3:25])=[C:20]([O:22][CH3:23])[CH:21]=3)[N:14]=2)[N:9]([CH2:28][O:29][CH2:30][CH2:31][Si:32]([CH3:35])([CH3:33])[CH3:34])[CH:8]=1)=[O:36]. The catalyst class is: 26. (3) Reactant: [CH3:1][O:2][C:3]([C:5]1[C:9]([N+:10]([O-:12])=[O:11])=[CH:8][NH:7][N:6]=1)=[O:4].C(=O)([O-])[O-].[Cs+].[Cs+].Br[CH2:20][CH2:21][C:22]1[CH:27]=[CH:26][CH:25]=[CH:24][CH:23]=1. Product: [CH3:1][O:2][C:3]([C:5]1[C:9]([N+:10]([O-:12])=[O:11])=[CH:8][N:7]([CH2:20][CH2:21][C:22]2[CH:27]=[CH:26][CH:25]=[CH:24][CH:23]=2)[N:6]=1)=[O:4]. The catalyst class is: 9. (4) Reactant: [Cl:1][C:2]1[CH:7]=[C:6]([O:8][C:9]2[CH:14]=[CH:13][C:12]([N:15]=[C:16]=[O:17])=[CH:11][CH:10]=2)[N:5]=[CH:4][N:3]=1.[NH2:18][C:19]1[CH:20]=[C:21]([CH:26]=[C:27]([C:29]([F:32])([F:31])[F:30])[CH:28]=1)[C:22]([NH:24][CH3:25])=[O:23]. Product: [Cl:1][C:2]1[N:3]=[CH:4][N:5]=[C:6]([O:8][C:9]2[CH:10]=[CH:11][C:12]([NH:15][C:16](=[O:17])[NH:18][C:19]3[CH:20]=[C:21]([CH:26]=[C:27]([C:29]([F:30])([F:31])[F:32])[CH:28]=3)[C:22]([NH:24][CH3:25])=[O:23])=[CH:13][CH:14]=2)[CH:7]=1. The catalyst class is: 116. (5) Reactant: [O:1]1[CH2:6][CH2:5][N:4]([C:7]2[CH:12]=[CH:11][CH:10]=[CH:9][C:8]=2[NH:13][C:14]2[N:23]=[CH:22][C:21]3[C:16](=[CH:17][CH:18]=[C:19]([OH:24])[CH:20]=3)[N:15]=2)[CH2:3][CH2:2]1.Cl[C:26]1[CH:31]=[CH:30][N:29]=[C:28]([C:32]([NH:34][CH3:35])=[O:33])[CH:27]=1.C(=O)([O-])[O-].[Cs+].[Cs+]. Product: [O:1]1[CH2:6][CH2:5][N:4]([C:7]2[CH:12]=[CH:11][CH:10]=[CH:9][C:8]=2[NH:13][C:14]2[N:23]=[CH:22][C:21]3[C:16](=[CH:17][CH:18]=[C:19]([O:24][C:26]4[CH:31]=[CH:30][N:29]=[C:28]([C:32]([NH:34][CH3:35])=[O:33])[CH:27]=4)[CH:20]=3)[N:15]=2)[CH2:3][CH2:2]1. The catalyst class is: 6. (6) Product: [CH3:1][NH:2][S:3]([C:6]1[CH:11]=[CH:10][C:9]([NH2:12])=[CH:8][CH:7]=1)(=[O:4])=[O:5]. The catalyst class is: 94. Reactant: [CH3:1][NH:2][S:3]([C:6]1[CH:11]=[CH:10][C:9]([N+:12]([O-])=O)=[CH:8][CH:7]=1)(=[O:5])=[O:4]. (7) Reactant: [CH:1]1([C:7]2[C:8]3[CH:9]=[CH:10][C:11]([C:37]([NH:39][S:40]([N:43]([CH3:45])[CH3:44])(=[O:42])=[O:41])=[O:38])=[CH:12][C:13]=3[N:14]3[CH2:20][C:19]([C:21]([N:23]4[CH2:28][C@H:27]([CH3:29])[NH:26][C@H:25]([CH3:30])[CH2:24]4)=[O:22])=[CH:18][C:17]4[CH:31]=[C:32]([O:35][CH3:36])[CH:33]=[CH:34][C:16]=4[C:15]=23)[CH2:6][CH2:5][CH2:4][CH2:3][CH2:2]1.C=O.[C:48]([BH3-])#N.[Na+]. The catalyst class is: 466. Product: [CH:1]1([C:7]2[C:8]3[CH:9]=[CH:10][C:11]([C:37]([NH:39][S:40]([N:43]([CH3:44])[CH3:45])(=[O:41])=[O:42])=[O:38])=[CH:12][C:13]=3[N:14]3[CH2:20][C:19]([C:21]([N:23]4[CH2:24][C@H:25]([CH3:30])[N:26]([CH3:48])[C@H:27]([CH3:29])[CH2:28]4)=[O:22])=[CH:18][C:17]4[CH:31]=[C:32]([O:35][CH3:36])[CH:33]=[CH:34][C:16]=4[C:15]=23)[CH2:2][CH2:3][CH2:4][CH2:5][CH2:6]1.